This data is from Catalyst prediction with 721,799 reactions and 888 catalyst types from USPTO. The task is: Predict which catalyst facilitates the given reaction. (1) The catalyst class is: 23. Reactant: C(O)(C(F)(F)F)=O.[Br:8][C:9]1[C:10]([O:22][C:23]2[C:30]([CH3:31])=[CH:29][C:26]([C:27]#[N:28])=[CH:25][C:24]=2[CH3:32])=[N:11][C:12]([NH:15][CH:16]2[CH2:21][CH2:20][NH:19][CH2:18][CH2:17]2)=[N:13][CH:14]=1.Br[CH:34]([C:36]1[CH:41]=[CH:40][CH:39]=[CH:38][CH:37]=1)[CH3:35]. Product: [Br:8][C:9]1[C:10]([O:22][C:23]2[C:30]([CH3:31])=[CH:29][C:26]([C:27]#[N:28])=[CH:25][C:24]=2[CH3:32])=[N:11][C:12]([NH:15][CH:16]2[CH2:17][CH2:18][N:19]([CH:34]([C:36]3[CH:41]=[CH:40][CH:39]=[CH:38][CH:37]=3)[CH3:35])[CH2:20][CH2:21]2)=[N:13][CH:14]=1. (2) Reactant: [CH:1]([OH:3])=O.CC(OC(C)=O)=O.[Br:11][C:12]1[CH:13]=[C:14]([CH:16]=[CH:17][CH:18]=1)[NH2:15]. The catalyst class is: 11. Product: [Br:11][C:12]1[CH:13]=[C:14]([NH:15][CH:1]=[O:3])[CH:16]=[CH:17][CH:18]=1. (3) Reactant: CC([O-])(C)C.[K+].COC[O:10][C:11]1[CH:12]=[CH:13][C:14]2[C@@H:15]3[C@@H:23]([CH2:24][C:25](=[O:28])[C:26]=2[CH:27]=1)[C@H:22]1[C@@:18]([CH3:33])([C@@H:19]([O:29]COC)[CH2:20][CH2:21]1)[CH2:17][CH2:16]3.I[CH2:35][CH2:36][CH2:37][CH2:38][CH2:39][O:40][CH2:41][C:42]1[CH:47]=[CH:46][CH:45]=[CH:44][CH:43]=1.Cl. Product: [CH2:41]([O:40][CH2:39][CH2:38][CH2:37][CH2:36][CH2:35][C@H:24]1[C@@H:23]2[C@H:15]([CH2:16][CH2:17][C@@:18]3([CH3:33])[C@H:22]2[CH2:21][CH2:20][C@@H:19]3[OH:29])[C:14]2[CH:13]=[CH:12][C:11]([OH:10])=[CH:27][C:26]=2[C:25]1=[O:28])[C:42]1[CH:47]=[CH:46][CH:45]=[CH:44][CH:43]=1. The catalyst class is: 1.